From a dataset of Reaction yield outcomes from USPTO patents with 853,638 reactions. Predict the reaction yield, written as a fraction of the theoretical maximum amount of product (1.0 means a 100% yield; for example, 0.34 means a 34% yield). (1) The reactants are [Br:1][C:2]1[CH:6]=[CH:5][S:4][C:3]=1[C:7]([C:9]1[CH:14]=[CH:13][CH:12]=[C:11]([O:15][CH3:16])[CH:10]=1)=O.Cl.[NH2:18][OH:19].N1C=CC=CC=1.ClCCl. The catalyst is CCCCCC. The product is [Br:1][C:2]1[CH:6]=[CH:5][S:4][C:3]=1[C:7]([C:9]1[CH:14]=[CH:13][CH:12]=[C:11]([O:15][CH3:16])[CH:10]=1)=[N:18][OH:19]. The yield is 0.870. (2) The reactants are [NH2:1][C:2]1[C:7]([C:8]([C:10]2[CH:15]=[CH:14][CH:13]=[C:12](Br)[N:11]=2)=[O:9])=[CH:6][C:5]([Br:17])=[CH:4][N:3]=1.[C:18]([N:25]1[CH2:31][CH2:30][CH2:29][NH:28][CH2:27][CH2:26]1)([O:20][C:21]([CH3:24])([CH3:23])[CH3:22])=[O:19].C([O-])([O-])=O.[K+].[K+]. The catalyst is CN(C=O)C. The product is [NH2:1][C:2]1[N:3]=[CH:4][C:5]([Br:17])=[CH:6][C:7]=1[C:8]([C:10]1[N:11]=[C:12]([N:28]2[CH2:29][CH2:30][CH2:31][N:25]([C:18]([O:20][C:21]([CH3:24])([CH3:23])[CH3:22])=[O:19])[CH2:26][CH2:27]2)[CH:13]=[CH:14][CH:15]=1)=[O:9]. The yield is 0.370. (3) The reactants are [CH:1]1([N:7]([CH2:17][CH3:18])[CH2:8][CH2:9][C:10]2[CH:15]=[CH:14][C:13]([OH:16])=[CH:12][CH:11]=2)[CH2:6][CH2:5][CH2:4][CH2:3][CH2:2]1.Cl[C:20]1[N:24]([CH3:25])[C:23]2[CH:26]=[CH:27][CH:28]=[CH:29][C:22]=2[N:21]=1.C([O-])([O-])=O.[Cs+].[Cs+]. The catalyst is CN(C=O)C. The product is [CH:1]1([N:7]([CH2:17][CH3:18])[CH2:8][CH2:9][C:10]2[CH:15]=[CH:14][C:13]([O:16][C:20]3[N:24]([CH3:25])[C:23]4[CH:26]=[CH:27][CH:28]=[CH:29][C:22]=4[N:21]=3)=[CH:12][CH:11]=2)[CH2:6][CH2:5][CH2:4][CH2:3][CH2:2]1. The yield is 0.280. (4) The reactants are [F:1][C:2]1[CH:7]=[CH:6][C:5]([N:8]2[C:12]([C:13]3[CH:18]=[CH:17][C:16]([N+:19]([O-])=O)=[CH:15][CH:14]=3)=[CH:11][CH:10]=[C:9]2[C:22]2[CH:27]=[CH:26][C:25]([N+:28]([O-])=O)=[CH:24][CH:23]=2)=[CH:4][CH:3]=1.[Cl-].[NH4+].O. The catalyst is C(O)C.C1COCC1.[Fe]. The product is [F:1][C:2]1[CH:7]=[CH:6][C:5]([N:8]2[C:9]([C:22]3[CH:27]=[CH:26][C:25]([NH2:28])=[CH:24][CH:23]=3)=[CH:10][CH:11]=[C:12]2[C:13]2[CH:18]=[CH:17][C:16]([NH2:19])=[CH:15][CH:14]=2)=[CH:4][CH:3]=1. The yield is 0.770. (5) The yield is 0.800. The product is [CH3:1][C:2]1[N:3]([S:35]([C:29]2[CH:34]=[CH:33][CH:32]=[CH:31][CH:30]=2)(=[O:37])=[O:36])[C:4]2[C:9]([C:10]=1[C:11]([N:13]1[CH2:14][CH2:15][C:16]3([C:22]4[CH:23]=[CH:24][CH:25]=[CH:26][C:21]=4[CH2:20][O:19]3)[CH2:17][CH2:18]1)=[O:12])=[CH:8][CH:7]=[CH:6][CH:5]=2. The catalyst is CN(C=O)C. The reactants are [CH3:1][C:2]1[NH:3][C:4]2[C:9]([C:10]=1[C:11]([N:13]1[CH2:18][CH2:17][C:16]3([C:22]4[CH:23]=[CH:24][CH:25]=[CH:26][C:21]=4[CH2:20][O:19]3)[CH2:15][CH2:14]1)=[O:12])=[CH:8][CH:7]=[CH:6][CH:5]=2.[H-].[Na+].[C:29]1([S:35](Cl)(=[O:37])=[O:36])[CH:34]=[CH:33][CH:32]=[CH:31][CH:30]=1. (6) The reactants are [F:1][C:2]1([F:30])[CH2:7][CH2:6][N:5]([C:8]([C:10]2[NH:11][C:12]3[C:17]([CH:18]=2)=[CH:16][C:15]([C:19]([N:21]2[CH2:26][CH2:25][N:24]([CH:27]([CH3:29])[CH3:28])[CH2:23][CH2:22]2)=[O:20])=[CH:14][CH:13]=3)=[O:9])[CH2:4][CH2:3]1.[C:31]([C:33]1[CH:34]=[C:35](B(O)O)[CH:36]=[CH:37][CH:38]=1)#[N:32].N1C=CC=CC=1. The catalyst is ClCCl.C([O-])(=O)C.[Cu+2].C([O-])(=O)C. The product is [F:30][C:2]1([F:1])[CH2:7][CH2:6][N:5]([C:8]([C:10]2[N:11]([C:37]3[CH:38]=[C:33]([CH:34]=[CH:35][CH:36]=3)[C:31]#[N:32])[C:12]3[C:17]([CH:18]=2)=[CH:16][C:15]([C:19]([N:21]2[CH2:22][CH2:23][N:24]([CH:27]([CH3:28])[CH3:29])[CH2:25][CH2:26]2)=[O:20])=[CH:14][CH:13]=3)=[O:9])[CH2:4][CH2:3]1. The yield is 0.770.